This data is from KCNQ2 potassium channel screen with 302,405 compounds. The task is: Binary Classification. Given a drug SMILES string, predict its activity (active/inactive) in a high-throughput screening assay against a specified biological target. (1) The drug is S(=O)(=O)(N1C(CCC1)CNC(=O)c1cc(OC)c(OC)c(OC)c1)c1sccc1. The result is 0 (inactive). (2) The drug is O(c1c2c(ccc1)cccc2)CC(=O)N\N=C\c1c(c(OC)c(OC)cc1)C(O)=O. The result is 0 (inactive). (3) The molecule is S(=O)(=O)(Nc1ccncc1)c1cc(OC)c(F)cc1. The result is 0 (inactive). (4) The drug is s1c(C(=O)Nc2nc3c(CCc4c3cccc4)cn2)ccc1. The result is 1 (active). (5) The compound is s1c(c(c(c1NC(=O)/C=C\C(O)=O)C(=O)N)CC)C. The result is 0 (inactive). (6) The compound is O=C(NC1CCCc2n(ncc12)c1cc(c(cc1)C)C)CCC. The result is 0 (inactive). (7) The molecule is O(c1n(c2c(n(c(=O)n(c2=O)C)C)n1)C)CCCN(C)C. The result is 0 (inactive). (8) The molecule is o1nc(c2CCc3c(c12)cccc3)C(=O)Nc1c(n(nc1C)Cc1c(cccc1)C)C. The result is 0 (inactive). (9) The molecule is S(=O)(=O)(NC1CCCCC1)c1cc(C(=O)N2CCCCC2)c(OC)cc1. The result is 0 (inactive).